Task: Predict which catalyst facilitates the given reaction.. Dataset: Catalyst prediction with 721,799 reactions and 888 catalyst types from USPTO (1) The catalyst class is: 10. Product: [C:4]([O:8][C:9](=[O:30])[NH:10][CH2:11][CH2:12][CH2:13][N:14]([CH2:15][C:16]1[C:17]2[C:22]([CH:23]=[C:24]3[C:29]=1[CH:28]=[CH:27][CH:26]=[CH:25]3)=[CH:21][CH:20]=[CH:19][CH:18]=2)[CH2:2][CH3:3])([CH3:7])([CH3:5])[CH3:6]. Reactant: Br[CH2:2][CH3:3].[C:4]([O:8][C:9](=[O:30])[NH:10][CH2:11][CH2:12][CH2:13][NH:14][CH2:15][C:16]1[C:17]2[C:22]([CH:23]=[C:24]3[C:29]=1[CH:28]=[CH:27][CH:26]=[CH:25]3)=[CH:21][CH:20]=[CH:19][CH:18]=2)([CH3:7])([CH3:6])[CH3:5].C([O-])([O-])=O.[K+].[K+]. (2) Reactant: [NH:1]=[C:2]([C:10]1[CH:11]=[C:12]([CH3:16])[CH:13]=[CH:14][CH:15]=1)[C:3]1[CH:8]=[CH:7][CH:6]=[CH:5][C:4]=1[NH2:9].Cl.[CH2:18]([O:20]C(=O)CN)[CH3:19]. Product: [C:12]1([CH3:16])[CH:13]=[CH:14][CH:15]=[C:10]([C:2]2[C:3]3[CH:8]=[CH:7][CH:6]=[CH:5][C:4]=3[NH:9][C:18](=[O:20])[CH2:19][N:1]=2)[CH:11]=1. The catalyst class is: 17. (3) Reactant: CC[O-].[Na+].Cl.[F:6][C:7]([F:17])([F:16])[C:8]1[N:9]=[C:10]([C:13]([NH2:15])=[NH:14])[S:11][CH:12]=1.[C:18](OCC)(=[O:25])[CH2:19][C:20](OCC)=[O:21]. Product: [F:17][C:7]([F:6])([F:16])[C:8]1[N:9]=[C:10]([C:13]2[N:15]=[C:20]([OH:21])[CH:19]=[C:18]([OH:25])[N:14]=2)[S:11][CH:12]=1. The catalyst class is: 14.